Task: Regression. Given a peptide amino acid sequence and an MHC pseudo amino acid sequence, predict their binding affinity value. This is MHC class I binding data.. Dataset: Peptide-MHC class I binding affinity with 185,985 pairs from IEDB/IMGT (1) The binding affinity (normalized) is 0. The MHC is HLA-B45:01 with pseudo-sequence HLA-B45:01. The peptide sequence is IELPEKDSW. (2) The peptide sequence is GFYLSGHLF. The MHC is HLA-B83:01 with pseudo-sequence HLA-B83:01. The binding affinity (normalized) is 0.213.